The task is: Predict the reactants needed to synthesize the given product.. This data is from Full USPTO retrosynthesis dataset with 1.9M reactions from patents (1976-2016). (1) Given the product [CH3:54][C@@H:53]1[CH2:52][NH:51][CH2:44][C@@H:45]([CH3:46])[N:33]1[C:1]([O:8][CH2:16][C:15]1[CH:14]=[CH:13][C:12]([O:11][CH:10]([F:9])[F:30])=[CH:29][CH:28]=1)=[O:7], predict the reactants needed to synthesize it. The reactants are: [C:1]([OH:8])(=[O:7])/C=C/C(O)=O.[F:9][CH:10]([F:30])[O:11][C:12]1[CH:29]=[CH:28][C:15]([CH2:16][C@]2(CC)CNCCN2C(O)=O)=[CH:14][CH:13]=1.C(N1C=CN=C1)([N:33]1C=CN=C1)=O.Cl.[CH2:44]([NH:51][CH2:52][CH:53](O)[CH3:54])[C:45]1C=CC=C[CH:46]=1. (2) Given the product [Br:25][C:23]1[CH:24]=[C:19]([CH3:18])[C:20]([O:27][C:2]2[N:10]=[C:9]([CH3:11])[CH:8]=[C:7]([NH:12][CH:13]([CH2:16][CH3:17])[CH2:14][CH3:15])[C:3]=2[C:4]([NH2:6])=[O:5])=[C:21]([CH3:26])[CH:22]=1, predict the reactants needed to synthesize it. The reactants are: Cl[C:2]1[N:10]=[C:9]([CH3:11])[CH:8]=[C:7]([NH:12][CH:13]([CH2:16][CH3:17])[CH2:14][CH3:15])[C:3]=1[C:4]([NH2:6])=[O:5].[CH3:18][C:19]1[CH:24]=[C:23]([Br:25])[CH:22]=[C:21]([CH3:26])[C:20]=1[OH:27].CC([O-])(C)C.[K+]. (3) Given the product [CH2:18]([O:17][CH:10]([O:14][CH2:15][CH3:16])[CH2:24][C:23](=[O:25])[C:22]([O:27][CH3:28])([O:21][CH3:20])[CH3:26])[CH3:19], predict the reactants needed to synthesize it. The reactants are: B(F)(F)F.CCOCC.[CH:10]([O:17][CH2:18][CH3:19])([O:14][CH2:15][CH3:16])OCC.[CH3:20][O:21][C:22]([O:27][CH3:28])([CH3:26])[C:23](=[O:25])[CH3:24].C(N(CC)C(C)C)(C)C.C(=O)([O-])O.[Na+]. (4) Given the product [NH2:24][C@@H:10]([CH2:11][NH:12][CH2:13][C:14]12[CH2:23][CH:18]3[CH2:17][CH:16]([CH2:22][CH:20]([CH2:19]3)[CH2:21]1)[CH2:15]2)[CH2:9][OH:8].[ClH:32], predict the reactants needed to synthesize it. The reactants are: [Si]([O:8][CH2:9][C@@H:10]([NH:24]C(=O)OC(C)(C)C)[CH2:11][NH:12][CH2:13][C:14]12[CH2:23][CH:18]3[CH2:19][CH:20]([CH2:22][CH:16]([CH2:17]3)[CH2:15]1)[CH2:21]2)(C(C)(C)C)(C)C.[ClH:32]. (5) Given the product [CH3:24][S:25]([OH:28])(=[O:27])=[O:26].[NH2:1][CH2:2][CH2:3][NH:4][C:5]1[CH:6]=[C:7]([C:19]2[NH:20][CH:21]=[CH:22][CH:23]=2)[C:8]2[C:9](=[O:18])[NH:10][C:11]3[C:16]=2[C:15]=1[C:14]([F:17])=[CH:13][CH:12]=3, predict the reactants needed to synthesize it. The reactants are: [NH2:1][CH2:2][CH2:3][NH:4][C:5]1[CH:6]=[C:7]([C:19]2[NH:20][CH:21]=[CH:22][CH:23]=2)[C:8]2[C:9](=[O:18])[NH:10][C:11]3[C:16]=2[C:15]=1[C:14]([F:17])=[CH:13][CH:12]=3.[CH3:24][S:25]([OH:28])(=[O:27])=[O:26]. (6) Given the product [N:19]1([C:2]2[N:3]([C:13]3[CH:18]=[CH:17][CH:16]=[CH:15][CH:14]=3)[C:4]3[C:9]([C:10]=2[CH:11]=[O:12])=[CH:8][CH:7]=[CH:6][CH:5]=3)[CH2:24][CH2:23][CH2:22][CH2:21][CH2:20]1, predict the reactants needed to synthesize it. The reactants are: Cl[C:2]1[N:3]([C:13]2[CH:18]=[CH:17][CH:16]=[CH:15][CH:14]=2)[C:4]2[C:9]([C:10]=1[CH:11]=[O:12])=[CH:8][CH:7]=[CH:6][CH:5]=2.[NH:19]1[CH2:24][CH2:23][CH2:22][CH2:21][CH2:20]1. (7) Given the product [Br:10][C:8]1[CH:9]=[C:2]2[C:3]([CH:4]=[C:19]([CH3:24])[CH:20]=[N:1]2)=[CH:6][CH:7]=1, predict the reactants needed to synthesize it. The reactants are: [NH2:1][C:2]1[CH:9]=[C:8]([Br:10])[CH:7]=[CH:6][C:3]=1[CH:4]=O.S([O-])([O-])(=O)=O.[Na+].[Na+].O.[C:19]1(C)[CH:24]=CC(S(O)(=O)=O)=C[CH:20]=1.C(OC=CC)C. (8) Given the product [CH3:18][C:4]1[C:3]([CH3:19])=[C:2]([B:36]2[O:40][C:39]([CH3:42])([CH3:41])[C:38]([CH3:44])([CH3:43])[O:37]2)[CH:17]=[CH:16][C:5]=1[O:6][CH2:7][CH2:8][N:9]1[CH2:14][CH2:13][N:12]([CH3:15])[CH2:11][CH2:10]1, predict the reactants needed to synthesize it. The reactants are: Br[C:2]1[CH:17]=[CH:16][C:5]([O:6][CH2:7][CH2:8][N:9]2[CH2:14][CH2:13][N:12]([CH3:15])[CH2:11][CH2:10]2)=[C:4]([CH3:18])[C:3]=1[CH3:19].C(=O)=O.CC(C)=O.[Li]CCCC.C(O[B:36]1[O:40][C:39]([CH3:42])([CH3:41])[C:38]([CH3:44])([CH3:43])[O:37]1)(C)C. (9) Given the product [CH3:24][S:21]([O:1][CH2:2][CH2:3][NH:4][C:5](=[O:11])[O:6][C:7]([CH3:8])([CH3:10])[CH3:9])(=[O:23])=[O:22], predict the reactants needed to synthesize it. The reactants are: [OH:1][CH2:2][CH2:3][NH:4][C:5](=[O:11])[O:6][C:7]([CH3:10])([CH3:9])[CH3:8].C(N(C(C)C)CC)(C)C.[S:21](Cl)([CH3:24])(=[O:23])=[O:22].